Task: Predict which catalyst facilitates the given reaction.. Dataset: Catalyst prediction with 721,799 reactions and 888 catalyst types from USPTO (1) Reactant: Cl[C:2]([O:4][CH2:5][C:6]1[CH:11]=[CH:10][CH:9]=[CH:8][CH:7]=1)=[O:3].[C:12]([O:16][C:17]([NH:19][C@@:20]12[CH2:27][C:26](=[CH2:28])[CH2:25][C@@H:24]1[CH2:23][N:22]([C@@H](C1C=CC=CC=1)C)[CH2:21]2)=[O:18])([CH3:15])([CH3:14])[CH3:13]. Product: [CH2:5]([O:4][C:2]([N:22]1[CH2:23][C@@H:24]2[C@@:20]([NH:19][C:17]([O:16][C:12]([CH3:15])([CH3:14])[CH3:13])=[O:18])([CH2:27][C:26](=[CH2:28])[CH2:25]2)[CH2:21]1)=[O:3])[C:6]1[CH:11]=[CH:10][CH:9]=[CH:8][CH:7]=1. The catalyst class is: 4. (2) Reactant: [Cl:1][C:2]1[N:7]=[C:6](Cl)[C:5]([F:9])=[CH:4][N:3]=1.[NH2:10][C:11]1[CH:16]=[CH:15][C:14]([CH3:17])=[CH:13][CH:12]=1.C([O-])([O-])=O.[K+].[K+]. Product: [Cl:1][C:2]1[N:7]=[C:6]([NH:10][C:11]2[CH:16]=[CH:15][C:14]([CH3:17])=[CH:13][CH:12]=2)[C:5]([F:9])=[CH:4][N:3]=1. The catalyst class is: 14. (3) Reactant: [CH2:1]([NH:4][C:5]1[CH:9]=[C:8]([C:10]2[CH:15]=[CH:14][N:13]=[CH:12][CH:11]=2)[S:7][C:6]=1[C:16]([NH2:18])=[O:17])[CH2:2][CH3:3].[CH3:19][C:20]([CH3:22])=O.O.C1(C)C=CC(S(O)(=O)=O)=CC=1.C(=O)([O-])O.[Na+]. Product: [CH3:19][C:20]1([CH3:22])[N:4]([CH2:1][CH2:2][CH3:3])[C:5]2[CH:9]=[C:8]([C:10]3[CH:15]=[CH:14][N:13]=[CH:12][CH:11]=3)[S:7][C:6]=2[C:16](=[O:17])[NH:18]1. The catalyst class is: 15. (4) Reactant: [CH2:1]([C:8]1[CH:9]=[C:10]([C:18]2[C:19]([O:24]C)=[N:20][CH:21]=[CH:22][CH:23]=2)[CH:11]=[C:12]([C:14]([CH3:17])([CH3:16])[CH3:15])[CH:13]=1)[C:2]1[CH:7]=[CH:6][CH:5]=[CH:4][CH:3]=1.Br.C([O-])(O)=O.[Na+]. Product: [CH2:1]([C:8]1[CH:9]=[C:10]([C:18]2[C:19](=[O:24])[NH:20][CH:21]=[CH:22][CH:23]=2)[CH:11]=[C:12]([C:14]([CH3:17])([CH3:16])[CH3:15])[CH:13]=1)[C:2]1[CH:3]=[CH:4][CH:5]=[CH:6][CH:7]=1. The catalyst class is: 52. (5) Reactant: C(OC([NH:8][C@H:9]([C:11]1[CH:19]=[CH:18][C:14]([C:15]([OH:17])=[O:16])=[CH:13][CH:12]=1)[CH3:10])=O)(C)(C)C.[Cl:20][Si](C)(C)[CH3:22]. Product: [Cl-:20].[CH3:22][O:17][C:15]([C:14]1[CH:18]=[CH:19][C:11]([C@@H:9]([NH3+:8])[CH3:10])=[CH:12][CH:13]=1)=[O:16]. The catalyst class is: 5. (6) The catalyst class is: 2. Reactant: [CH3:1][C:2]1[C:6]2[CH:7]=[CH:8][C:9]([CH3:11])=[CH:10][C:5]=2[O:4][C:3]=1[CH:12]([CH2:16][CH2:17][CH2:18][CH3:19])[CH2:13][CH2:14]O.C1(P(C2C=CC=CC=2)C2C=CC=CC=2)C=CC=CC=1.C(Br)(Br)(Br)[Br:40]. Product: [Br:40][CH2:14][CH2:13][CH:12]([C:3]1[O:4][C:5]2[CH:10]=[C:9]([CH3:11])[CH:8]=[CH:7][C:6]=2[C:2]=1[CH3:1])[CH2:16][CH2:17][CH2:18][CH3:19]. (7) Reactant: C(O)(C)(C)C.[N+:6]([CH3:9])([O-:8])=[O:7].[F:10][C:11]([F:21])([F:20])[C:12]1[CH:19]=[CH:18][C:15]([CH:16]=[O:17])=[CH:14][N:13]=1.CC(C)([O-])C.[K+]. Product: [N+:6]([CH2:9][CH:16]([C:15]1[CH:14]=[N:13][C:12]([C:11]([F:21])([F:10])[F:20])=[CH:19][CH:18]=1)[OH:17])([O-:8])=[O:7]. The catalyst class is: 1.